Dataset: Full USPTO retrosynthesis dataset with 1.9M reactions from patents (1976-2016). Task: Predict the reactants needed to synthesize the given product. (1) Given the product [N+:15]([C:12]1[N:11]=[CH:10][C:9]([O:8][C:6]2[CH:5]=[CH:4][N:3]=[C:2]([C:23]3[S:27][CH:26]=[N:25][CH:24]=3)[CH:7]=2)=[CH:14][CH:13]=1)([O-:17])=[O:16], predict the reactants needed to synthesize it. The reactants are: Cl[C:2]1[CH:7]=[C:6]([O:8][C:9]2[CH:10]=[N:11][C:12]([N+:15]([O-:17])=[O:16])=[CH:13][CH:14]=2)[CH:5]=[CH:4][N:3]=1.C([Sn](CCCC)(CCCC)[C:23]1[S:27][CH:26]=[N:25][CH:24]=1)CCC.CCOC(C)=O.[F-].[K+]. (2) Given the product [CH3:1][O:2][C:3]1[CH:4]=[C:5]2[C:9](=[CH:10][CH:11]=1)[N:8]([CH3:12])[CH:7]=[C:6]2[C:13]1[NH:21][C:16]2=[N:17][CH:18]=[CH:19][CH:20]=[C:15]2[CH:14]=1, predict the reactants needed to synthesize it. The reactants are: [CH3:1][O:2][C:3]1[CH:4]=[C:5]2[C:9](=[CH:10][CH:11]=1)[N:8]([CH3:12])[CH:7]=[C:6]2[C:13]1[N:21](S(C2C=CC(C)=CC=2)(=O)=O)[C:16]2=[N:17][CH:18]=[CH:19][CH:20]=[C:15]2[CH:14]=1.[OH-].[K+]. (3) The reactants are: [CH3:1][NH2:2].[F:3][C:4]1[CH:5]=[C:6]([CH:12]2[CH2:14][O:13]2)[CH:7]=[C:8]([F:11])[C:9]=1[F:10]. Given the product [CH3:1][NH:2][CH2:14][CH:12]([C:6]1[CH:5]=[C:4]([F:3])[C:9]([F:10])=[C:8]([F:11])[CH:7]=1)[OH:13], predict the reactants needed to synthesize it. (4) Given the product [CH3:1][N:2]1[CH2:7][CH2:6][N:5]([CH2:8][CH2:9][N:11]2[C:20]3[C:15](=[CH:16][CH:17]=[C:18]([N+:21]([O-:23])=[O:22])[CH:19]=3)[CH2:14][CH2:13][CH2:12]2)[CH2:4][CH2:3]1, predict the reactants needed to synthesize it. The reactants are: [CH3:1][N:2]1[CH2:7][CH2:6][N:5]([CH2:8][C:9]([N:11]2[C:20]3[C:15](=[CH:16][CH:17]=[C:18]([N+:21]([O-:23])=[O:22])[CH:19]=3)[CH2:14][CH2:13][CH2:12]2)=O)[CH2:4][CH2:3]1.Cl.[OH-].[Na+]. (5) Given the product [O:13]=[C:8]1[C:9]([C@H:15]([CH3:16])[C:19]([OH:18])=[O:20])=[CH:10][CH:11]=[CH:12][NH:7]1, predict the reactants needed to synthesize it. The reactants are: C(OC(=O)[C@@H]([N:7]1[CH:12]=[CH:11][CH:10]=[CH:9][C:8]1=[O:13])C)C.[CH2:15]1[CH2:19][O:18]C[CH2:16]1.[OH-:20].[Na+]. (6) Given the product [C:49]([O:53][C:47]([NH:44][C:12]1[N:13]=[CH:14][C:9]([O:8][C:7]2[CH:18]=[C:19]([CH:20]=[C:5]([O:4][CH:1]([CH3:2])[CH3:3])[CH:6]=2)[C:21]([O:23][CH3:24])=[O:22])=[N:10][CH:11]=1)=[O:32])([CH3:52])([CH3:51])[CH3:50], predict the reactants needed to synthesize it. The reactants are: [CH:1]([O:4][C:5]1[CH:6]=[C:7]([CH:18]=[C:19]([C:21]([O:23][CH3:24])=[O:22])[CH:20]=1)[O:8][C:9]1[N:10]=[CH:11][C:12](C(O)=O)=[N:13][CH:14]=1)([CH3:3])[CH3:2].C1(P(N=[N+]=[N-])(C2C=CC=CC=2)=[O:32])C=CC=CC=1.C([N:44]([CH2:47]C)CC)C.[C:49]([OH:53])([CH3:52])([CH3:51])[CH3:50].